Task: Predict which catalyst facilitates the given reaction.. Dataset: Catalyst prediction with 721,799 reactions and 888 catalyst types from USPTO Reactant: [OH:1][CH:2]1[CH:9]2[CH2:10][C:5]3([C:12]([NH:14][C@H:15]4[CH2:20][CH2:19][CH2:18][N:17](C(OCC5C=CC=CC=5)=O)[CH2:16]4)=[O:13])[CH2:6][CH:7]([CH2:11][CH:3]1[CH2:4]3)[CH2:8]2. Product: [OH:1][CH:2]1[CH:9]2[CH2:10][C:5]3([C:12]([NH:14][C@H:15]4[CH2:20][CH2:19][CH2:18][NH:17][CH2:16]4)=[O:13])[CH2:6][CH:7]([CH2:11][CH:3]1[CH2:4]3)[CH2:8]2. The catalyst class is: 19.